From a dataset of CYP2D6 inhibition data for predicting drug metabolism from PubChem BioAssay. Regression/Classification. Given a drug SMILES string, predict its absorption, distribution, metabolism, or excretion properties. Task type varies by dataset: regression for continuous measurements (e.g., permeability, clearance, half-life) or binary classification for categorical outcomes (e.g., BBB penetration, CYP inhibition). Dataset: cyp2d6_veith. (1) The drug is CC(CO)(CO)N=Cc1cc(I)cc(I)c1O. The result is 0 (non-inhibitor). (2) The drug is Cc1ccc(N=Nc2c(N)[nH]n3c(=O)c4c(nc23)CCCC4)cc1. The result is 0 (non-inhibitor). (3) The molecule is CCOc1ccc(NC(C)=O)cc1. The result is 0 (non-inhibitor). (4) The molecule is O=C(c1csnn1)N1CCC2(CCCN(c3cccc(-c4ccccc4)c3)C2)CC1. The result is 0 (non-inhibitor). (5) The molecule is Cc1nnc(C)n1/N=C/c1ccc(-c2ccccc2)cc1. The result is 0 (non-inhibitor). (6) The compound is COc1ccccc1CN1CC2(CCN(C(=O)c3ccncc3)CC2)C1. The result is 1 (inhibitor). (7) The drug is O=C(CCOc1ccccc1)Nc1ccccc1. The result is 0 (non-inhibitor). (8) The drug is CNc1cc(CS(=O)c2ccccc2)nc(-c2ccccc2)n1. The result is 0 (non-inhibitor). (9) The compound is Cc1ccc(Sc2ccc(NC(=O)c3ccc(S(C)(=O)=O)cc3Cl)cc2)cc1. The result is 0 (non-inhibitor).